Task: Predict the reactants needed to synthesize the given product.. Dataset: Retrosynthesis with 50K atom-mapped reactions and 10 reaction types from USPTO (1) Given the product CCN1CCN(C(=O)c2ccc(F)c(N3CCc4c(-c5cnc(N(Cc6ccc(OC)cc6)Cc6ccc(OC)cc6)nc5)nc(N5CCOCC5)nc43)c2)CC1, predict the reactants needed to synthesize it. The reactants are: CCN1CCN(C(=O)c2ccc(F)c(Br)c2)CC1.COc1ccc(CN(Cc2ccc(OC)cc2)c2ncc(-c3nc(N4CCOCC4)nc4c3CCN4)cn2)cc1. (2) Given the product Cc1cccc(-c2[nH]c(C(C)C)nc2-c2cccc(-c3ccc([N+](=O)[O-])cc3)c2)n1, predict the reactants needed to synthesize it. The reactants are: Cc1cccc(-c2[nH]c(C(C)C)nc2-c2cccc(Br)c2)n1.O=[N+]([O-])c1ccc(B(O)O)cc1. (3) Given the product Cn1c(CO)nc(-c2ccccc2)c1-c1ccncc1, predict the reactants needed to synthesize it. The reactants are: Cn1c(C=O)nc(-c2ccccc2)c1-c1ccncc1.